Dataset: Peptide-MHC class I binding affinity with 185,985 pairs from IEDB/IMGT. Task: Regression. Given a peptide amino acid sequence and an MHC pseudo amino acid sequence, predict their binding affinity value. This is MHC class I binding data. (1) The peptide sequence is ITKEKKEEL. The MHC is HLA-B39:01 with pseudo-sequence HLA-B39:01. The binding affinity (normalized) is 0.0847. (2) The peptide sequence is LEACYKRSV. The MHC is HLA-B39:01 with pseudo-sequence HLA-B39:01. The binding affinity (normalized) is 0.0847. (3) The peptide sequence is GLLDVTDNV. The MHC is HLA-A02:11 with pseudo-sequence HLA-A02:11. The binding affinity (normalized) is 1.00. (4) The peptide sequence is KFYGPFVDR. The MHC is Mamu-B52 with pseudo-sequence Mamu-B52. The binding affinity (normalized) is 0. (5) The peptide sequence is DHQAAFQYI. The MHC is HLA-B40:02 with pseudo-sequence HLA-B40:02. The binding affinity (normalized) is 0. (6) The peptide sequence is YDLQRSAM. The MHC is H-2-Dd with pseudo-sequence H-2-Dd. The binding affinity (normalized) is 0.0813. (7) The peptide sequence is ASPQLEGFSA. The MHC is Mamu-A01 with pseudo-sequence Mamu-A01. The binding affinity (normalized) is 0.255. (8) The peptide sequence is FPFKYAHAF. The MHC is Mamu-A2201 with pseudo-sequence Mamu-A2201. The binding affinity (normalized) is 0.975.